Dataset: Full USPTO retrosynthesis dataset with 1.9M reactions from patents (1976-2016). Task: Predict the reactants needed to synthesize the given product. (1) The reactants are: [OH:1][C@H:2]1[C@H:9]([CH:10]=[CH2:11])[C@@H:8]2[C@@H:4]([CH:5]=[C:6]([CH2:12][CH2:13][CH2:14][CH2:15][C:16]([O:18][CH3:19])=[O:17])[CH2:7]2)[CH2:3]1.[OH:20][C@@H:21]1[C@@H:28]([CH:29]=[CH2:30])[C@H:27]2[C@H:23]([CH:24]=[C:25]([CH2:31][CH2:32][CH2:33][CH2:34][C:35]([O:37][CH3:38])=[O:36])[CH2:26]2)[CH2:22]1.[CH2:39]=[CH:40][CH2:41][CH2:42][CH2:43][CH2:44]CC. Given the product [OH:1][C@H:2]1[C@H:9](/[CH:10]=[CH:11]/[CH2:27][CH2:28][CH2:21][CH2:22][CH2:23][CH3:24])[C@@H:8]2[C@@H:4]([CH:5]=[C:6]([CH2:12][CH2:13][CH2:14][CH2:15][C:16]([O:18][CH3:19])=[O:17])[CH2:7]2)[CH2:3]1.[OH:20][C@@H:21]1[C@@H:28](/[CH:29]=[CH:30]/[CH2:39][CH2:40][CH2:41][CH2:42][CH2:43][CH3:44])[C@H:27]2[C@H:23]([CH:24]=[C:25]([CH2:31][CH2:32][CH2:33][CH2:34][C:35]([O:37][CH3:38])=[O:36])[CH2:26]2)[CH2:22]1, predict the reactants needed to synthesize it. (2) Given the product [OH:8][C:7]1[CH:6]=[CH:5][C:4]([C:17](=[O:20])[CH2:18][CH3:19])=[CH:3][C:2]=1[CH3:1], predict the reactants needed to synthesize it. The reactants are: [CH3:1][C:2]1[CH:3]=[C:4]([C:17](=[O:20])[CH2:18][CH3:19])[CH:5]=[CH:6][C:7]=1[O:8]COCC[Si](C)(C)C.Cl. (3) The reactants are: [C:1]([CH:3]([C:9]1[CH:14]=[C:13]([O:15][CH3:16])[C:12]([O:17][CH3:18])=[CH:11][C:10]=1[N+:19]([O-])=O)[C:4]([O:6][CH2:7][CH3:8])=[O:5])#[N:2]. Given the product [NH2:2][C:1]1[NH:19][C:10]2[C:9]([C:3]=1[C:4]([O:6][CH2:7][CH3:8])=[O:5])=[CH:14][C:13]([O:15][CH3:16])=[C:12]([O:17][CH3:18])[CH:11]=2, predict the reactants needed to synthesize it. (4) Given the product [CH3:12][O:13][C:14](=[O:26])[CH2:15][C@H:16]1[C:20]2[CH:21]=[CH:22][C:23]([O:11][C@H:7]3[C:8]4[C:4](=[CH:3][C:2]([Cl:1])=[CH:10][CH:9]=4)[CH2:5][CH2:6]3)=[CH:24][C:19]=2[O:18][CH2:17]1, predict the reactants needed to synthesize it. The reactants are: [Cl:1][C:2]1[CH:3]=[C:4]2[C:8](=[CH:9][CH:10]=1)[C@@H:7]([OH:11])[CH2:6][CH2:5]2.[CH3:12][O:13][C:14](=[O:26])[CH2:15][C@H:16]1[C:20]2[CH:21]=[CH:22][C:23](O)=[CH:24][C:19]=2[O:18][CH2:17]1.